Task: Regression. Given two drug SMILES strings and cell line genomic features, predict the synergy score measuring deviation from expected non-interaction effect.. Dataset: NCI-60 drug combinations with 297,098 pairs across 59 cell lines (1) Drug 1: CC1CCC2CC(C(=CC=CC=CC(CC(C(=O)C(C(C(=CC(C(=O)CC(OC(=O)C3CCCCN3C(=O)C(=O)C1(O2)O)C(C)CC4CCC(C(C4)OC)OCCO)C)C)O)OC)C)C)C)OC. Drug 2: CCC1(CC2CC(C3=C(CCN(C2)C1)C4=CC=CC=C4N3)(C5=C(C=C6C(=C5)C78CCN9C7C(C=CC9)(C(C(C8N6C)(C(=O)OC)O)OC(=O)C)CC)OC)C(=O)OC)O.OS(=O)(=O)O. Cell line: NCI-H322M. Synergy scores: CSS=6.98, Synergy_ZIP=-0.446, Synergy_Bliss=3.29, Synergy_Loewe=3.43, Synergy_HSA=3.15. (2) Drug 1: CC(C)NC(=O)C1=CC=C(C=C1)CNNC.Cl. Drug 2: COC1=C2C(=CC3=C1OC=C3)C=CC(=O)O2. Cell line: COLO 205. Synergy scores: CSS=0.00650, Synergy_ZIP=0.302, Synergy_Bliss=-0.985, Synergy_Loewe=-2.20, Synergy_HSA=-3.03. (3) Drug 1: C1=CC(=CC=C1CC(C(=O)O)N)N(CCCl)CCCl.Cl. Drug 2: B(C(CC(C)C)NC(=O)C(CC1=CC=CC=C1)NC(=O)C2=NC=CN=C2)(O)O. Cell line: HOP-92. Synergy scores: CSS=16.9, Synergy_ZIP=-4.00, Synergy_Bliss=0.424, Synergy_Loewe=0.713, Synergy_HSA=1.24.